From a dataset of Forward reaction prediction with 1.9M reactions from USPTO patents (1976-2016). Predict the product of the given reaction. (1) Given the reactants COC(C1CC(=O)[N:7](C2C=CC(O)=CC=2)[CH2:6]1)=O.FC1C=C(F)C=C(F)C=1CBr.C[O:30][C:31]([CH:33]1[CH2:37][C:36](=[O:38])[N:35]([C:39]2[CH:44]=[CH:43][C:42]([O:45][CH2:46][C:47]3[C:52]([F:53])=[CH:51][C:50]([F:54])=[CH:49][C:48]=3[F:55])=[CH:41][CH:40]=2)[CH2:34]1)=O, predict the reaction product. The product is: [CH3:6][NH2:7].[CH3:6][NH:7][C:31]([CH:33]1[CH2:37][C:36](=[O:38])[N:35]([C:39]2[CH:44]=[CH:43][C:42]([O:45][CH2:46][C:47]3[C:52]([F:53])=[CH:51][C:50]([F:54])=[CH:49][C:48]=3[F:55])=[CH:41][CH:40]=2)[CH2:34]1)=[O:30]. (2) The product is: [CH2:1]([O:3][C:4]([C:6]1[C:14]2[C:9](=[CH:10][CH:11]=[CH:12][CH:13]=2)[N:8]([CH2:16][CH2:17][O:18][CH:19]2[CH2:24][CH2:23][CH2:22][CH2:21][O:20]2)[N:7]=1)=[O:5])[CH3:2]. Given the reactants [CH2:1]([O:3][C:4]([C:6]1[C:14]2[C:9](=[CH:10][CH:11]=[CH:12][CH:13]=2)[NH:8][N:7]=1)=[O:5])[CH3:2].Br[CH2:16][CH2:17][O:18][CH:19]1[CH2:24][CH2:23][CH2:22][CH2:21][O:20]1.C(=O)([O-])[O-].[K+].[K+].[I-].[Li+], predict the reaction product.